Dataset: Peptide-MHC class II binding affinity with 134,281 pairs from IEDB. Task: Regression. Given a peptide amino acid sequence and an MHC pseudo amino acid sequence, predict their binding affinity value. This is MHC class II binding data. (1) The peptide sequence is ARTDLLAFTAFPKKI. The MHC is HLA-DQA10501-DQB10301 with pseudo-sequence HLA-DQA10501-DQB10301. The binding affinity (normalized) is 0.172. (2) The peptide sequence is GTKGEAKDVIPEGWK. The MHC is DRB1_0901 with pseudo-sequence DRB1_0901. The binding affinity (normalized) is 0.0650.